Task: Regression. Given two drug SMILES strings and cell line genomic features, predict the synergy score measuring deviation from expected non-interaction effect.. Dataset: NCI-60 drug combinations with 297,098 pairs across 59 cell lines (1) Drug 1: C1CN1C2=NC(=NC(=N2)N3CC3)N4CC4. Drug 2: CC(C)NC(=O)C1=CC=C(C=C1)CNNC.Cl. Cell line: OVCAR-5. Synergy scores: CSS=27.3, Synergy_ZIP=-5.21, Synergy_Bliss=-6.91, Synergy_Loewe=-27.4, Synergy_HSA=-6.65. (2) Drug 1: CS(=O)(=O)OCCCCOS(=O)(=O)C. Drug 2: CC1=C(C(=O)C2=C(C1=O)N3CC4C(C3(C2COC(=O)N)OC)N4)N. Cell line: HL-60(TB). Synergy scores: CSS=60.0, Synergy_ZIP=1.46, Synergy_Bliss=1.99, Synergy_Loewe=-9.63, Synergy_HSA=1.29. (3) Drug 1: COC1=NC(=NC2=C1N=CN2C3C(C(C(O3)CO)O)O)N. Drug 2: CC1CCC2CC(C(=CC=CC=CC(CC(C(=O)C(C(C(=CC(C(=O)CC(OC(=O)C3CCCCN3C(=O)C(=O)C1(O2)O)C(C)CC4CCC(C(C4)OC)O)C)C)O)OC)C)C)C)OC. Cell line: NCI-H322M. Synergy scores: CSS=3.46, Synergy_ZIP=0.794, Synergy_Bliss=3.65, Synergy_Loewe=0.0467, Synergy_HSA=1.29.